Dataset: Full USPTO retrosynthesis dataset with 1.9M reactions from patents (1976-2016). Task: Predict the reactants needed to synthesize the given product. (1) Given the product [CH:9]1([C:12]([O:1][N:2]2[C:6](=[O:7])[CH2:5][CH2:4][C:3]2=[O:8])=[O:13])[CH2:11][CH2:10]1, predict the reactants needed to synthesize it. The reactants are: [OH:1][N:2]1[C:6](=[O:7])[CH2:5][CH2:4][C:3]1=[O:8].[CH:9]1([C:12](O)=[O:13])[CH2:11][CH2:10]1.C(Cl)CCl.CCN(CC)CC. (2) The reactants are: [CH3:1][O:2][C:3]1[C:4]([N+:12]([O-:14])=[O:13])=[CH:5][C:6]([C:9]([OH:11])=O)=[N:7][CH:8]=1.Cl.[F:16][C:17]1[CH:18]=[C:19]([C@@H:28]([C:30]2[C:35]([F:36])=[CH:34][CH:33]=[CH:32][N:31]=2)[NH2:29])[CH:20]=[CH:21][C:22]=1[O:23][C:24]([F:27])([F:26])[F:25].CN(C(ON1N=NC2C=CC=NC1=2)=[N+](C)C)C.F[P-](F)(F)(F)(F)F.CCN(C(C)C)C(C)C. Given the product [F:16][C:17]1[CH:18]=[C:19]([C@@H:28]([C:30]2[C:35]([F:36])=[CH:34][CH:33]=[CH:32][N:31]=2)[NH:29][C:9](=[O:11])[C:6]2[CH:5]=[C:4]([N+:12]([O-:14])=[O:13])[C:3]([O:2][CH3:1])=[CH:8][N:7]=2)[CH:20]=[CH:21][C:22]=1[O:23][C:24]([F:27])([F:26])[F:25], predict the reactants needed to synthesize it. (3) Given the product [Br:10][C:11]1[CH:16]=[CH:15][C:14]([O:17][C:1]2[CH:6]=[CH:5][CH:4]=[CH:3][CH:2]=2)=[C:13]([F:18])[CH:12]=1, predict the reactants needed to synthesize it. The reactants are: [C:1]1(B(O)O)[CH:6]=[CH:5][CH:4]=[CH:3][CH:2]=1.[Br:10][C:11]1[CH:16]=[CH:15][C:14]([OH:17])=[C:13]([F:18])[CH:12]=1. (4) Given the product [CH2:8]([NH:10][CH2:2][C:3]1[O:7][N:6]=[CH:5][CH:4]=1)[CH3:9], predict the reactants needed to synthesize it. The reactants are: Br[CH2:2][C:3]1[O:7][N:6]=[CH:5][CH:4]=1.[CH2:8]([NH2:10])[CH3:9]. (5) Given the product [CH:19]1[C:20]2[CH:21]=[C:8]([C:5]3[CH:6]=[CH:7][C:2]([B:33]([OH:38])[OH:34])=[CH:3][CH:4]=3)[C:9]3[C:14](=[CH:13][CH:12]=[CH:11][CH:10]=3)[C:15]=2[CH:16]=[CH:17][CH:18]=1, predict the reactants needed to synthesize it. The reactants are: Br[C:2]1[CH:7]=[CH:6][C:5]([C:8]2[C:9]3[C:14]([C:15]4[CH:16]=[CH:17][CH:18]=[CH:19][C:20]=4[CH:21]=2)=[CH:13][CH:12]=[CH:11][CH:10]=3)=[CH:4][CH:3]=1.CCCCCC.C([Li])CCC.[B:33](OC(C)C)([O:38]C(C)C)[O:34]C(C)C.Cl. (6) Given the product [NH:3]1[C:4]2[CH:9]=[CH:8][CH:7]=[CH:6][C:5]=2[N:1]=[C:2]1[S:10][CH2:11][C:12]1[CH:13]=[CH:14][C:15]([C:16]([NH:53][CH2:52][CH2:51][CH2:50][N:49]([CH3:54])[CH3:48])=[O:18])=[CH:19][CH:20]=1, predict the reactants needed to synthesize it. The reactants are: [NH:1]1[C:5]2[CH:6]=[CH:7][CH:8]=[CH:9][C:4]=2[N:3]=[C:2]1[S:10][CH2:11][C:12]1[CH:20]=[CH:19][C:15]([C:16]([OH:18])=O)=[CH:14][CH:13]=1.F[P-](F)(F)(F)(F)F.N1(O[P+](N(C)C)(N(C)C)N(C)C)C2C=CC=CC=2N=N1.[CH3:48][N:49]([CH3:54])[CH2:50][CH2:51][CH2:52][NH2:53].